From a dataset of Forward reaction prediction with 1.9M reactions from USPTO patents (1976-2016). Predict the product of the given reaction. (1) Given the reactants [CH3:1][O:2][C:3]1[CH:8]=[CH:7][C:6]([N:9]2[C:13]([C:14]3[CH:19]=[CH:18][C:17]([O:20][CH3:21])=[CH:16][CH:15]=3)=[CH:12][C:11]([CH:22]3[CH2:28][CH:27]4[NH:29][CH:24]([CH2:25][CH2:26]4)[CH2:23]3)=[N:10]2)=[CH:5][CH:4]=1.ClC(Cl)(O[C:34](=[O:40])OC(Cl)(Cl)Cl)Cl.C(N(CC)CC)C.Cl.[CH3:50][NH:51][OH:52], predict the reaction product. The product is: [CH3:1][O:2][C:3]1[CH:4]=[CH:5][C:6]([N:9]2[C:13]([C:14]3[CH:19]=[CH:18][C:17]([O:20][CH3:21])=[CH:16][CH:15]=3)=[CH:12][C:11]([CH:22]3[CH2:28][CH:27]4[N:29]([C:34](=[O:40])[N:51]([OH:52])[CH3:50])[CH:24]([CH2:25][CH2:26]4)[CH2:23]3)=[N:10]2)=[CH:7][CH:8]=1. (2) The product is: [NH2:22][C:5]1[CH:4]=[N:3][N:2]([CH3:1])[C:6]=1[CH:7]1[CH2:13][O:12][CH2:11][CH:10]([NH:14][C:15](=[O:21])[O:16][C:17]([CH3:19])([CH3:18])[CH3:20])[CH2:9][CH2:8]1. Given the reactants [CH3:1][N:2]1[C:6]([CH:7]2[CH2:13][O:12][CH2:11][CH:10]([NH:14][C:15](=[O:21])[O:16][C:17]([CH3:20])([CH3:19])[CH3:18])[CH2:9][CH2:8]2)=[C:5]([N+:22]([O-])=O)[CH:4]=[N:3]1, predict the reaction product. (3) The product is: [CH2:1]([O:8][C:9]1[CH:17]=[C:16]([O:18][CH2:19][C:20]2[CH:21]=[CH:22][CH:23]=[CH:24][CH:25]=2)[C:15]([CH:26]([CH3:28])[CH3:27])=[CH:14][C:10]=1[C:11]([N:36]1[CH2:35][C:34]2[C:38](=[CH:39][CH:40]=[C:32]([N+:29]([O-:31])=[O:30])[CH:33]=2)[CH2:37]1)=[O:12])[C:2]1[CH:3]=[CH:4][CH:5]=[CH:6][CH:7]=1. Given the reactants [CH2:1]([O:8][C:9]1[CH:17]=[C:16]([O:18][CH2:19][C:20]2[CH:25]=[CH:24][CH:23]=[CH:22][CH:21]=2)[C:15]([CH:26]([CH3:28])[CH3:27])=[CH:14][C:10]=1[C:11](O)=[O:12])[C:2]1[CH:7]=[CH:6][CH:5]=[CH:4][CH:3]=1.[N+:29]([C:32]1[CH:33]=[C:34]2[C:38](=[CH:39][CH:40]=1)[CH2:37][NH:36][CH2:35]2)([O-:31])=[O:30].FC(F)(F)C([O-])=O.CCN=C=NCCCN(C)C.C1C=CC2N(O)N=NC=2C=1.CCN(CC)CC, predict the reaction product. (4) Given the reactants [NH2:1][C:2]1[C:7]([O:8]C)=[CH:6][C:5]([Cl:10])=[CH:4][N:3]=1.C(Cl)Cl.[Cl:14][C:15]1[S:16][C:17]([Cl:24])=[CH:18][C:19]=1[S:20](Cl)(=[O:22])=[O:21].B(Br)(Br)Br, predict the reaction product. The product is: [Cl:14][C:15]1[S:16][C:17]([Cl:24])=[CH:18][C:19]=1[S:20]([NH:1][C:2]1[C:7]([OH:8])=[CH:6][C:5]([Cl:10])=[CH:4][N:3]=1)(=[O:22])=[O:21]. (5) Given the reactants Cl.[CH3:2][C:3]1([C:9]([O:11][CH2:12][CH3:13])=[O:10])[CH2:8][CH2:7][NH:6][CH2:5][CH2:4]1.CCN(C(C)C)C(C)C.[Br:23][C:24]1[CH:25]=[N:26][C:27]([CH2:30]Br)=[N:28][CH:29]=1.CCCCCC, predict the reaction product. The product is: [Br:23][C:24]1[CH:25]=[N:26][C:27]([CH2:30][N:6]2[CH2:7][CH2:8][C:3]([CH3:2])([C:9]([O:11][CH2:12][CH3:13])=[O:10])[CH2:4][CH2:5]2)=[N:28][CH:29]=1. (6) Given the reactants [NH2:1][C:2]1[C:10]2[C:9]([CH3:11])=[C:8]([CH3:12])[N:7]=[N:6][C:5]=2[S:4][C:3]=1[C:13]([OH:15])=O.C(N(CC)C(C)C)(C)C.CN(C(ON1N=NC2C=CC=NC1=2)=[N+](C)C)C.F[P-](F)(F)(F)(F)F.[F:49][C:50]([F:63])([F:62])[S:51]([C:54]1[CH:59]=[CH:58][C:57]([CH2:60][NH2:61])=[CH:56][CH:55]=1)(=[O:53])=[O:52], predict the reaction product. The product is: [NH2:1][C:2]1[C:10]2[C:9]([CH3:11])=[C:8]([CH3:12])[N:7]=[N:6][C:5]=2[S:4][C:3]=1[C:13]([NH:61][CH2:60][C:57]1[CH:58]=[CH:59][C:54]([S:51]([C:50]([F:63])([F:49])[F:62])(=[O:53])=[O:52])=[CH:55][CH:56]=1)=[O:15]. (7) Given the reactants [CH3:1][O:2][C:3]1[C:21]([O:22][CH3:23])=[CH:20][C:6]2[N:7]([C:10]3[S:14][C:13]([C:15]([O:17][CH3:18])=[O:16])=[C:12]([OH:19])[CH:11]=3)[CH:8]=[N:9][C:5]=2[CH:4]=1.[Cl:24][C:25]1[CH:32]=[C:31]([F:33])[CH:30]=[CH:29][C:26]=1[CH2:27]Br, predict the reaction product. The product is: [Cl:24][C:25]1[CH:32]=[C:31]([F:33])[CH:30]=[CH:29][C:26]=1[CH2:27][O:19][C:12]1[CH:11]=[C:10]([N:7]2[C:6]3[CH:20]=[C:21]([O:22][CH3:23])[C:3]([O:2][CH3:1])=[CH:4][C:5]=3[N:9]=[CH:8]2)[S:14][C:13]=1[C:15]([O:17][CH3:18])=[O:16]. (8) Given the reactants [NH2:1][C:2]1[NH:3][C:4](=[O:22])[C:5]2[N:6]=[CH:7][N:8]([C@H:11]3[C@H:15]([OH:16])[C@H:14]([OH:17])[C@@H:13]([CH2:18][N:19]=[N+]=[N-])[O:12]3)[C:9]=2[N:10]=1.C1(P(C2C=CC=CC=2)C2C=CC=CC=2)C=CC=CC=1.O.N, predict the reaction product. The product is: [NH2:1][C:2]1[NH:3][C:4](=[O:22])[C:5]2[N:6]=[CH:7][N:8]([C@H:11]3[C@H:15]([OH:16])[C@H:14]([OH:17])[C@@H:13]([CH2:18][NH2:19])[O:12]3)[C:9]=2[N:10]=1. (9) Given the reactants [O-]P([O-])([O-])=O.[K+].[K+].[K+].[O:9]1[CH2:14][CH2:13][CH2:12][CH2:11][CH:10]1[N:15]1[C:19](B2OC(C)(C)C(C)(C)O2)=[CH:18][CH:17]=[N:16]1.Br[C:30]1[C:31]([N:50]2[CH2:54][CH2:53][C@@H:52]([OH:55])[CH2:51]2)=[N:32][CH:33]=[C:34]([CH:49]=1)[C:35]([NH:37][C:38]1[CH:43]=[CH:42][C:41]([O:44][C:45]([F:48])([F:47])[CH3:46])=[CH:40][CH:39]=1)=[O:36].C([O-])(O)=O.[Na+], predict the reaction product. The product is: [F:48][C:45]([F:47])([O:44][C:41]1[CH:42]=[CH:43][C:38]([NH:37][C:35](=[O:36])[C:34]2[CH:49]=[C:30]([C:19]3[N:15]([CH:10]4[CH2:11][CH2:12][CH2:13][CH2:14][O:9]4)[N:16]=[CH:17][CH:18]=3)[C:31]([N:50]3[CH2:54][CH2:53][C@@H:52]([OH:55])[CH2:51]3)=[N:32][CH:33]=2)=[CH:39][CH:40]=1)[CH3:46].